This data is from Full USPTO retrosynthesis dataset with 1.9M reactions from patents (1976-2016). The task is: Predict the reactants needed to synthesize the given product. The reactants are: [H-].[Na+].[C:3]([C:5]1[CH:10]=[CH:9][C:8]([OH:11])=[CH:7][CH:6]=1)#[N:4].[CH3:12][N:13]([CH3:17])[C:14](Cl)=[S:15].O. Given the product [CH3:12][N:13]([CH3:17])[C:14]([O:11][C:8]1[CH:9]=[CH:10][C:5]([C:3]#[N:4])=[CH:6][CH:7]=1)=[S:15], predict the reactants needed to synthesize it.